From a dataset of NCI-60 drug combinations with 297,098 pairs across 59 cell lines. Regression. Given two drug SMILES strings and cell line genomic features, predict the synergy score measuring deviation from expected non-interaction effect. Cell line: HT29. Drug 2: C1=NC2=C(N1)C(=S)N=CN2. Drug 1: CC1=C2C(C(=O)C3(C(CC4C(C3C(C(C2(C)C)(CC1OC(=O)C(C(C5=CC=CC=C5)NC(=O)OC(C)(C)C)O)O)OC(=O)C6=CC=CC=C6)(CO4)OC(=O)C)O)C)O. Synergy scores: CSS=83.5, Synergy_ZIP=7.71, Synergy_Bliss=8.95, Synergy_Loewe=-6.20, Synergy_HSA=5.47.